Regression. Given two drug SMILES strings and cell line genomic features, predict the synergy score measuring deviation from expected non-interaction effect. From a dataset of Merck oncology drug combination screen with 23,052 pairs across 39 cell lines. (1) Drug 1: CN1C(=O)C=CC2(C)C3CCC4(C)C(NC(=O)OCC(F)(F)F)CCC4C3CCC12. Drug 2: O=C(CCCCCCC(=O)Nc1ccccc1)NO. Cell line: HT144. Synergy scores: synergy=0.444. (2) Drug 2: O=C(NOCC(O)CO)c1ccc(F)c(F)c1Nc1ccc(I)cc1F. Drug 1: CS(=O)(=O)CCNCc1ccc(-c2ccc3ncnc(Nc4ccc(OCc5cccc(F)c5)c(Cl)c4)c3c2)o1. Cell line: SKOV3. Synergy scores: synergy=8.12. (3) Drug 1: Cn1c(=O)n(-c2ccc(C(C)(C)C#N)cc2)c2c3cc(-c4cnc5ccccc5c4)ccc3ncc21. Drug 2: CCc1cnn2c(NCc3ccc[n+]([O-])c3)cc(N3CCCCC3CCO)nc12. Cell line: ZR751. Synergy scores: synergy=13.9. (4) Drug 1: CCN(CC)CCNC(=O)c1c(C)[nH]c(C=C2C(=O)Nc3ccc(F)cc32)c1C. Drug 2: CC(C)CC(NC(=O)C(Cc1ccccc1)NC(=O)c1cnccn1)B(O)O. Cell line: SKMES1. Synergy scores: synergy=-14.9. (5) Synergy scores: synergy=0.443. Drug 1: CC(=O)OC1C(=O)C2(C)C(O)CC3OCC3(OC(C)=O)C2C(OC(=O)c2ccccc2)C2(O)CC(OC(=O)C(O)C(NC(=O)c3ccccc3)c3ccccc3)C(C)=C1C2(C)C. Cell line: LOVO. Drug 2: CCN(CC)CCNC(=O)c1c(C)[nH]c(C=C2C(=O)Nc3ccc(F)cc32)c1C. (6) Drug 1: CCC1=CC2CN(C1)Cc1c([nH]c3ccccc13)C(C(=O)OC)(c1cc3c(cc1OC)N(C)C1C(O)(C(=O)OC)C(OC(C)=O)C4(CC)C=CCN5CCC31C54)C2. Drug 2: Cn1c(=O)n(-c2ccc(C(C)(C)C#N)cc2)c2c3cc(-c4cnc5ccccc5c4)ccc3ncc21. Cell line: SKMEL30. Synergy scores: synergy=32.4. (7) Drug 1: CS(=O)(=O)CCNCc1ccc(-c2ccc3ncnc(Nc4ccc(OCc5cccc(F)c5)c(Cl)c4)c3c2)o1. Drug 2: C#Cc1cccc(Nc2ncnc3cc(OCCOC)c(OCCOC)cc23)c1. Cell line: OCUBM. Synergy scores: synergy=6.06.